This data is from Peptide-MHC class I binding affinity with 185,985 pairs from IEDB/IMGT. The task is: Regression. Given a peptide amino acid sequence and an MHC pseudo amino acid sequence, predict their binding affinity value. This is MHC class I binding data. (1) The peptide sequence is FMIDWILDA. The MHC is HLA-A02:01 with pseudo-sequence HLA-A02:01. The binding affinity (normalized) is 0.898. (2) The peptide sequence is IKSQDNQW. The MHC is Mamu-B52 with pseudo-sequence Mamu-B52. The binding affinity (normalized) is 0.381. (3) The peptide sequence is NAFNCTFEY. The MHC is HLA-A68:01 with pseudo-sequence HLA-A68:01. The binding affinity (normalized) is 0.790. (4) The peptide sequence is DLIGGAML. The MHC is H-2-Kb with pseudo-sequence H-2-Kb. The binding affinity (normalized) is 0.0735.